Task: Predict the reaction yield, written as a fraction of the theoretical maximum amount of product (1.0 means a 100% yield; for example, 0.34 means a 34% yield).. Dataset: Reaction yield outcomes from USPTO patents with 853,638 reactions (1) The reactants are [C:1]([O:5][C:6]([N:8]1[CH2:12][CH2:11][CH:10]([OH:13])[CH2:9]1)=[O:7])([CH3:4])([CH3:3])[CH3:2].O[C:15]1[CH:20]=[CH:19][C:18]([C:21]([F:24])([F:23])[F:22])=[CH:17][CH:16]=1.C1(P(C2C=CC=CC=2)C2C=CC=CC=2)C=CC=CC=1.N(C(OC(C)(C)C)=O)=NC(OC(C)(C)C)=O. The catalyst is O1CCCC1. The product is [C:1]([O:5][C:6]([N:8]1[CH2:12][CH2:11][CH:10]([O:13][C:15]2[CH:20]=[CH:19][C:18]([C:21]([F:24])([F:23])[F:22])=[CH:17][CH:16]=2)[CH2:9]1)=[O:7])([CH3:4])([CH3:2])[CH3:3]. The yield is 0.150. (2) The reactants are [CH3:1][N:2]([CH2:4][C:5]1[CH:23]=[CH:22][C:8](/[CH:9]=[N:10]/[C:11]2[CH:19]=[C:18]([F:20])[CH:17]=[C:16]3[C:12]=2[CH2:13][O:14][C:15]3=[O:21])=[CH:7][CH:6]=1)[CH3:3].[CH3:24][N:25]1[C:29]([CH:30]=O)=[N:28][CH:27]=[N:26]1.[CH3:32][CH2:33][O-:34].[Na+]. The catalyst is C(OCC)(=O)CC. The product is [CH3:1][N:2]([CH2:4][C:5]1[CH:23]=[CH:22][C:8]([CH:9]2[CH:30]([C:29]3[N:25]([CH3:24])[N:26]=[CH:27][N:28]=3)[C:33](=[O:34])[C:32]3[C:16]([C:15]([O:14][CH2:13][CH3:12])=[O:21])=[CH:17][C:18]([F:20])=[CH:19][C:11]=3[NH:10]2)=[CH:7][CH:6]=1)[CH3:3]. The yield is 0.0470. (3) The reactants are [Cl:1][C:2]1[C:8]([O:9][CH3:10])=[CH:7][C:5](N)=[CH:4][C:3]=1[O:11][CH3:12].S(=O)(=O)(O)O.N([O-])=O.[Na+].[I-:22].[Na+].II.S([O-])([O-])(=O)=S.[Na+].[Na+]. The catalyst is O. The product is [Cl:1][C:2]1[C:8]([O:9][CH3:10])=[CH:7][C:5]([I:22])=[CH:4][C:3]=1[O:11][CH3:12]. The yield is 0.670. (4) The reactants are ClCCl.[OH:4][CH2:5][CH2:6][CH2:7][CH2:8][CH2:9][CH2:10][CH2:11][CH2:12][C:13]([O:15][CH3:16])=[O:14].N1C=CC=CC=1.[CH3:23][S:24](Cl)(=[O:26])=[O:25]. The catalyst is O. The product is [CH3:23][S:24]([O:4][CH2:5][CH2:6][CH2:7][CH2:8][CH2:9][CH2:10][CH2:11][CH2:12][C:13]([O:15][CH3:16])=[O:14])(=[O:26])=[O:25]. The yield is 0.680.